From a dataset of Catalyst prediction with 721,799 reactions and 888 catalyst types from USPTO. Predict which catalyst facilitates the given reaction. (1) Reactant: Br[C:2]1[CH:7]=[CH:6][C:5]([O:8][CH3:9])=[CH:4][N:3]=1.[NH2:10][C:11]1[CH:12]=[C:13]2[C:18](=[C:19]([NH:21][C:22]([CH3:25])([CH3:24])[CH3:23])[N:20]=1)[C:17](=[O:26])[N:16]([CH2:27][CH2:28][OH:29])[CH:15]=[CH:14]2.C1C=CC(P(C2C(C3C(P(C4C=CC=CC=4)C4C=CC=CC=4)=CC=C4C=3C=CC=C4)=C3C(C=CC=C3)=CC=2)C2C=CC=CC=2)=CC=1.CC([O-])(C)C.[Na+]. Product: [C:22]([NH:21][C:19]1[N:20]=[C:11]([NH:10][C:2]2[CH:7]=[CH:6][C:5]([O:8][CH3:9])=[CH:4][N:3]=2)[CH:12]=[C:13]2[C:18]=1[C:17](=[O:26])[N:16]([CH2:27][CH2:28][OH:29])[CH:15]=[CH:14]2)([CH3:25])([CH3:23])[CH3:24]. The catalyst class is: 443. (2) Reactant: [NH2:1][C@H:2]([CH2:31][C:32]1[CH:37]=[CH:36][CH:35]=[CH:34][CH:33]=1)[CH2:3][C:4]([N:6]1[CH2:11][CH2:10][CH:9]([N:12]2[C:17](=[O:18])[C:16]([CH3:20])([CH3:19])[CH2:15][C:14]([C:21]3[CH:26]=[CH:25][C:24]([O:27][CH3:28])=[C:23]([O:29][CH3:30])[CH:22]=3)=[N:13]2)[CH2:8][CH2:7]1)=[O:5].[CH:38]1([CH2:41][O:42][C:43]2[CH:51]=[CH:50][C:46]3[O:47][CH2:48][O:49][C:45]=3[C:44]=2[C:52]2[C:53]3[NH:60][CH:59]=[C:58]([C:61](O)=[O:62])[C:54]=3[N:55]=[CH:56][N:57]=2)[CH2:40][CH2:39]1.CCOC(C(C#N)=NOC(N1CCOCC1)=[N+](C)C)=O.F[P-](F)(F)(F)(F)F.CCN(C(C)C)C(C)C.C(=O)(O)[O-].[Na+]. Product: [CH:38]1([CH2:41][O:42][C:43]2[CH:51]=[CH:50][C:46]3[O:47][CH2:48][O:49][C:45]=3[C:44]=2[C:52]2[C:53]3[NH:60][CH:59]=[C:58]([C:61]([NH:1][C@@H:2]([CH2:3][C:4]([N:6]4[CH2:11][CH2:10][CH:9]([N:12]5[C:17](=[O:18])[C:16]([CH3:20])([CH3:19])[CH2:15][C:14]([C:21]6[CH:26]=[CH:25][C:24]([O:27][CH3:28])=[C:23]([O:29][CH3:30])[CH:22]=6)=[N:13]5)[CH2:8][CH2:7]4)=[O:5])[CH2:31][C:32]4[CH:37]=[CH:36][CH:35]=[CH:34][CH:33]=4)=[O:62])[C:54]=3[N:55]=[CH:56][N:57]=2)[CH2:39][CH2:40]1. The catalyst class is: 2.